This data is from Full USPTO retrosynthesis dataset with 1.9M reactions from patents (1976-2016). The task is: Predict the reactants needed to synthesize the given product. (1) The reactants are: Br[C:2]1[CH:3]=[C:4]([CH:7]=[O:8])[S:5][CH:6]=1.[CH:9]([Sn](CCCC)(CCCC)CCCC)=[CH2:10]. Given the product [CH:9]([C:2]1[CH:3]=[C:4]([CH:7]=[O:8])[S:5][CH:6]=1)=[CH2:10], predict the reactants needed to synthesize it. (2) Given the product [CH2:16]([O:15][C:10]1[CH:9]=[CH:8][C:7]([C:5]#[N:6])=[CH:12][C:11]=1[Br:36])[CH:17]([CH3:19])[CH3:18], predict the reactants needed to synthesize it. The reactants are: CC1[N:6]=[C:5]([C:7]2[CH:8]=[CH:9][C:10]([O:15][CH2:16][CH:17]([CH3:19])[CH3:18])=[C:11](C#N)[CH:12]=2)SC=1C(O)=O.C(OC1C=CC(C#N)=CC=1)C(C)C.[Br:36]Br. (3) Given the product [CH3:13][C:7]1([CH3:14])[C:6]2[CH:15]=[C:2]([C:17]3[S:21][C:20]([C:22]#[N:23])=[CH:19][C:18]=3[CH3:24])[CH:3]=[CH:4][C:5]=2[NH:11][C:10](=[O:12])[CH2:9][O:8]1, predict the reactants needed to synthesize it. The reactants are: Br[C:2]1[CH:3]=[CH:4][C:5]2[NH:11][C:10](=[O:12])[CH2:9][O:8][C:7]([CH3:14])([CH3:13])[C:6]=2[CH:15]=1.Br[C:17]1[S:21][C:20]([C:22]#[N:23])=[CH:19][C:18]=1[CH3:24]. (4) Given the product [CH3:22][C:17]1[NH:18][C:19]2[C:15]([CH:16]=1)=[CH:14][C:13]([O:12][C:6]1[C:5]3[C:10](=[CH:11][C:2]([O:1][CH2:29][CH2:28][N:23]4[CH:27]=[N:26][CH:25]=[N:24]4)=[CH:3][CH:4]=3)[N:9]=[CH:8][N:7]=1)=[CH:21][CH:20]=2, predict the reactants needed to synthesize it. The reactants are: [OH:1][C:2]1[CH:11]=[C:10]2[C:5]([C:6]([O:12][C:13]3[CH:14]=[C:15]4[C:19](=[CH:20][CH:21]=3)[NH:18][C:17]([CH3:22])=[CH:16]4)=[N:7][CH:8]=[N:9]2)=[CH:4][CH:3]=1.[N:23]1([CH2:28][CH2:29]O)[CH:27]=[N:26][CH:25]=[N:24]1. (5) Given the product [Br:1][C:2]1[CH:11]=[C:10]2[C:5]([NH:6][C:7](=[O:12])[CH2:8][N:9]2[C:14]([O:16][CH:17]([CH3:19])[CH3:18])=[O:15])=[CH:4][CH:3]=1, predict the reactants needed to synthesize it. The reactants are: [Br:1][C:2]1[CH:11]=[C:10]2[C:5]([NH:6][C:7](=[O:12])[CH:8]=[N:9]2)=[CH:4][CH:3]=1.Cl[C:14]([O:16][CH:17]([CH3:19])[CH3:18])=[O:15].C1(C)C=CC=CC=1. (6) Given the product [O:14]1[C:13]2[CH:17]=[CH:18][C:10]([C:3]3[C:4]([O:8][CH3:9])=[N:5][N:6]([CH3:7])[C:2]=3[NH:1][S:27]([C:24]3[CH:23]=[CH:22][C:21]([O:20][CH3:19])=[CH:26][CH:25]=3)(=[O:29])=[O:28])=[CH:11][C:12]=2[O:16][CH2:15]1, predict the reactants needed to synthesize it. The reactants are: [NH2:1][C:2]1[N:6]([CH3:7])[N:5]=[C:4]([O:8][CH3:9])[C:3]=1[C:10]1[CH:18]=[CH:17][C:13]2[O:14][CH2:15][O:16][C:12]=2[CH:11]=1.[CH3:19][O:20][C:21]1[CH:26]=[CH:25][C:24]([S:27](Cl)(=[O:29])=[O:28])=[CH:23][CH:22]=1.